Predict the reactants needed to synthesize the given product. From a dataset of Full USPTO retrosynthesis dataset with 1.9M reactions from patents (1976-2016). Given the product [NH2:31][C:20](=[O:22])[CH2:19][C:15]1([NH:14][C:12]([C:10]2[CH:9]=[CH:8][C:7]([N:23]3[CH2:24][C:25]([F:28])([F:27])[CH2:26]3)=[C:6]([O:5][CH2:4][CH:1]3[CH2:2][CH2:3]3)[N:11]=2)=[O:13])[CH2:18][CH2:17][CH2:16]1, predict the reactants needed to synthesize it. The reactants are: [CH:1]1([CH2:4][O:5][C:6]2[N:11]=[C:10]([C:12]([NH:14][C:15]3([CH2:19][C:20]([OH:22])=O)[CH2:18][CH2:17][CH2:16]3)=[O:13])[CH:9]=[CH:8][C:7]=2[N:23]2[CH2:26][C:25]([F:28])([F:27])[CH2:24]2)[CH2:3][CH2:2]1.C1N=C[N:31](C(N2C=NC=C2)=O)C=1.N.